From a dataset of Forward reaction prediction with 1.9M reactions from USPTO patents (1976-2016). Predict the product of the given reaction. (1) The product is: [Cl:12][C:10]1[CH:11]=[C:2]([NH:1][CH2:24][C:25]2[CH:26]=[N:27][CH:28]=[CH:29][CH:30]=2)[CH:3]=[C:4]2[C:9]=1[N:8]=[CH:7][C:6]([C:13]#[N:14])=[C:5]2[NH:15][C:16]1[CH:21]=[CH:20][C:19]([F:22])=[C:18]([Cl:23])[CH:17]=1. Given the reactants [NH2:1][C:2]1[CH:3]=[C:4]2[C:9](=[C:10]([Cl:12])[CH:11]=1)[N:8]=[CH:7][C:6]([C:13]#[N:14])=[C:5]2[NH:15][C:16]1[CH:21]=[CH:20][C:19]([F:22])=[C:18]([Cl:23])[CH:17]=1.[CH:24](=O)[C:25]1[CH:30]=[CH:29][CH:28]=[N:27][CH:26]=1.[BH3-]C#N.[Na+], predict the reaction product. (2) Given the reactants [OH:1][C@H:2]1C[CH2:5][O:4][C:3]1=[O:7].C(N([CH2:13][CH3:14])CC)C.[Si:15](Cl)([C:18]([CH3:21])([CH3:20])[CH3:19])([CH3:17])[CH3:16].[Cl-].[NH4+].C[O-:26].[Na+], predict the reaction product. The product is: [O:1]([C@@H:2]([CH2:13][CH2:14][OH:26])[C:3]([O:4][CH3:5])=[O:7])[Si:15]([C:18]([CH3:21])([CH3:20])[CH3:19])([CH3:17])[CH3:16]. (3) Given the reactants [F:1][C:2]1[CH:3]=[CH:4][C:5]([C:26]2[C:31]([CH3:32])=[CH:30][C:29]([OH:33])=[CH:28][C:27]=2[CH3:34])=[C:6]2[C:10]=1[C@H:9]([O:11][C:12]1[CH:25]=[CH:24][C:15]3[C@H:16]([CH2:19][C:20]([O:22][CH3:23])=[O:21])[CH2:17][O:18][C:14]=3[CH:13]=1)[CH2:8][CH2:7]2.Cl[CH2:36][C:37]1[CH:41]=[CH:40][N:39]([CH3:42])[N:38]=1.C(=O)([O-])[O-].[K+].[K+], predict the reaction product. The product is: [CH3:34][C:27]1[CH:28]=[C:29]([O:33][CH2:36][C:37]2[CH:41]=[CH:40][N:39]([CH3:42])[N:38]=2)[CH:30]=[C:31]([CH3:32])[C:26]=1[C:5]1[CH:4]=[CH:3][C:2]([F:1])=[C:10]2[C:6]=1[CH2:7][CH2:8][C@H:9]2[O:11][C:12]1[CH:25]=[CH:24][C:15]2[C@H:16]([CH2:19][C:20]([O:22][CH3:23])=[O:21])[CH2:17][O:18][C:14]=2[CH:13]=1.